Dataset: Forward reaction prediction with 1.9M reactions from USPTO patents (1976-2016). Task: Predict the product of the given reaction. Given the reactants C(OC([N:8]1[CH2:13][CH2:12][N:11]([C:14]2[C:15]3[C:30]([O:31][CH3:32])=[CH:29][N:28]=[CH:27][C:16]=3[N:17]=[C:18]([C:20]3[CH:25]=[CH:24][N:23]=[C:22](Cl)[CH:21]=3)[N:19]=2)[CH2:10][CH2:9]1)=O)(C)(C)C.[NH2:33][C:34]1[CH:41]=[CH:40][C:37]([C:38]#[N:39])=[CH:36][C:35]=1[F:42], predict the reaction product. The product is: [F:42][C:35]1[CH:36]=[C:37]([CH:40]=[CH:41][C:34]=1[NH:33][C:22]1[CH:21]=[C:20]([C:18]2[N:19]=[C:14]([N:11]3[CH2:12][CH2:13][NH:8][CH2:9][CH2:10]3)[C:15]3[C:30]([O:31][CH3:32])=[CH:29][N:28]=[CH:27][C:16]=3[N:17]=2)[CH:25]=[CH:24][N:23]=1)[C:38]#[N:39].